From a dataset of Full USPTO retrosynthesis dataset with 1.9M reactions from patents (1976-2016). Predict the reactants needed to synthesize the given product. (1) Given the product [CH:1]1([C:4]2[CH:9]=[CH:8][N:7]=[C:6]([NH:10][C:11]3[N:16]=[C:15]([C:17]4[S:21][C:20]([C:22]5([OH:33])[CH2:27][CH2:26][CH:25]([C:28]([OH:30])=[O:29])[C:24]([CH3:31])([CH3:32])[CH2:23]5)=[N:19][CH:18]=4)[CH:14]=[C:13]([CH3:34])[CH:12]=3)[CH:5]=2)[CH2:2][CH2:3]1, predict the reactants needed to synthesize it. The reactants are: [CH:1]1([C:4]2[CH:9]=[CH:8][N:7]=[C:6]([NH:10][C:11]3[N:16]=[C:15]([C:17]4[S:21][C:20]([C:22]5([OH:33])[CH2:27][CH2:26][CH:25]([C:28]([O-:30])=[O:29])[C:24]([CH3:32])([CH3:31])[CH2:23]5)=[N:19][CH:18]=4)[CH:14]=[C:13]([CH3:34])[CH:12]=3)[CH:5]=2)[CH2:3][CH2:2]1.[OH-].[Li+].Cl. (2) Given the product [Cl:18][C:15]1[CH:16]=[CH:17][C:12]([NH:11][S:8]([C:5]2[CH:6]=[CH:7][C:2]([N:86]3[CH2:85][C@H:84]([CH3:83])[O:89][C@H:88]([CH3:90])[CH2:87]3)=[C:3]([F:27])[CH:4]=2)(=[O:10])=[O:9])=[C:13]([C:19]([C:21]2[CH:22]=[N:23][CH:24]=[CH:25][CH:26]=2)=[O:20])[CH:14]=1, predict the reactants needed to synthesize it. The reactants are: Br[C:2]1[CH:7]=[CH:6][C:5]([S:8]([NH:11][C:12]2[CH:17]=[CH:16][C:15]([Cl:18])=[CH:14][C:13]=2[C:19]([C:21]2[CH:22]=[N:23][CH:24]=[CH:25][CH:26]=2)=[O:20])(=[O:10])=[O:9])=[CH:4][C:3]=1[F:27].O.[O-]P([O-])([O-])=O.[K+].[K+].[K+].C1(P(C2C=CC=CC=2)C2C=CC3C(=CC=CC=3)C=2C2C3C(=CC=CC=3)C=CC=2P(C2C=CC=CC=2)C2C=CC=CC=2)C=CC=CC=1.[CH3:83][C@H:84]1[O:89][C@@H:88]([CH3:90])[CH2:87][NH:86][CH2:85]1. (3) The reactants are: [C:1]([CH2:3][CH:4]([OH:9])[CH2:5][C:6]([OH:8])=[O:7])#[N:2].[CH2:10](N(CC)CC)[CH3:11].S(OCC)(OCC)(=O)=O.C(=O)(O)[O-].[Na+]. Given the product [C:1]([CH2:3][CH:4]([OH:9])[CH2:5][C:6]([O:8][CH2:10][CH3:11])=[O:7])#[N:2], predict the reactants needed to synthesize it. (4) Given the product [Cl:1][C:2]1[CH:7]=[CH:6][C:5]([O:8][C:10]2[CH:15]=[CH:14][CH:13]=[CH:12][C:11]=2[N+:16]([O-:18])=[O:17])=[CH:4][CH:3]=1.[Cl:19][C:20]1[CH:33]=[CH:32][C:23]([O:24][C:25]2[CH:31]=[CH:30][CH:29]=[CH:28][C:26]=2[NH:27][C:5]([NH:34][C:35]2[S:36][CH:37]=[CH:38][N:39]=2)=[O:8])=[CH:22][CH:21]=1, predict the reactants needed to synthesize it. The reactants are: [Cl:1][C:2]1[CH:7]=[CH:6][C:5]([OH:8])=[CH:4][CH:3]=1.F[C:10]1[CH:15]=[CH:14][CH:13]=[CH:12][C:11]=1[N+:16]([O-:18])=[O:17].[Cl:19][C:20]1[CH:33]=[CH:32][C:23]([O:24][C:25]2[CH:31]=[CH:30][CH:29]=[CH:28][C:26]=2[NH2:27])=[CH:22][CH:21]=1.[NH2:34][C:35]1[S:36][CH:37]=[CH:38][N:39]=1.